Dataset: Forward reaction prediction with 1.9M reactions from USPTO patents (1976-2016). Task: Predict the product of the given reaction. Given the reactants Cl.[CH:2]1([C:5]2[N:10]=[CH:9][C:8]([C:11]3[CH:12]=[C:13]4[C:18](=[CH:19][N:20]=3)[CH2:17][NH:16][CH2:15][CH2:14]4)=[CH:7][N:6]=2)[CH2:4][CH2:3]1.[CH3:21][C@@:22]1([CH2:29][S:30](Cl)(=[O:32])=[O:31])[C:26](=[O:27])[NH:25][C:24](=[O:28])[NH:23]1, predict the reaction product. The product is: [CH:2]1([C:5]2[N:6]=[CH:7][C:8]([C:11]3[CH:12]=[C:13]4[C:18](=[CH:19][N:20]=3)[CH2:17][N:16]([S:30]([CH2:29][C@@:22]3([CH3:21])[NH:23][C:24](=[O:28])[NH:25][C:26]3=[O:27])(=[O:31])=[O:32])[CH2:15][CH2:14]4)=[CH:9][N:10]=2)[CH2:4][CH2:3]1.